Task: Predict the reaction yield, written as a fraction of the theoretical maximum amount of product (1.0 means a 100% yield; for example, 0.34 means a 34% yield).. Dataset: Reaction yield outcomes from USPTO patents with 853,638 reactions (1) The reactants are [NH2:1][C:2]1[S:3][C@H:4]2[O:10][C@H:9]([CH2:11][OH:12])[C@@H:8]([OH:13])[C@H:7]([OH:14])[C@H:5]2[N:6]=1.C([O-])([O-])=O.[Na+].[Na+].Cl[C:22]([O:24][CH3:25])=[O:23]. The catalyst is C1COCC1.O.CO.C(Cl)Cl. The product is [CH3:25][O:24][C:22](=[O:23])[NH:1][C:2]1[S:3][C@H:4]2[O:10][C@H:9]([CH2:11][OH:12])[C@@H:8]([OH:13])[C@H:7]([OH:14])[C@H:5]2[N:6]=1. The yield is 0.720. (2) The reactants are [CH2:1]([N:8]([C:10]1([C:13]2[CH:18]=[CH:17][C:16](Br)=[CH:15][CH:14]=2)[CH2:12][CH2:11]1)[CH3:9])[C:2]1[CH:7]=[CH:6][CH:5]=[CH:4][CH:3]=1.[CH3:20][Si:21]([C:24]#[CH:25])([CH3:23])[CH3:22]. The catalyst is C(N(CC)CC)C.[Cu]I.Cl[Pd](Cl)([P](C1C=CC=CC=1)(C1C=CC=CC=1)C1C=CC=CC=1)[P](C1C=CC=CC=1)(C1C=CC=CC=1)C1C=CC=CC=1. The product is [CH2:1]([N:8]([C:10]1([C:13]2[CH:18]=[CH:17][C:16]([C:25]#[C:24][Si:21]([CH3:23])([CH3:22])[CH3:20])=[CH:15][CH:14]=2)[CH2:12][CH2:11]1)[CH3:9])[C:2]1[CH:7]=[CH:6][CH:5]=[CH:4][CH:3]=1. The yield is 0.840.